Dataset: Full USPTO retrosynthesis dataset with 1.9M reactions from patents (1976-2016). Task: Predict the reactants needed to synthesize the given product. (1) The reactants are: [Si]([O:18][CH:19]1[CH2:22][N:21]([C:23]2[S:24][CH:25]=[C:26]([CH2:28][OH:29])[N:27]=2)[CH2:20]1)(C(C)(C)C)(C1C=CC=CC=1)C1C=CC=CC=1.[F-].C([N+](CCCC)(CCCC)CCCC)CCC. Given the product [OH:29][CH2:28][C:26]1[N:27]=[C:23]([N:21]2[CH2:22][CH:19]([OH:18])[CH2:20]2)[S:24][CH:25]=1, predict the reactants needed to synthesize it. (2) Given the product [F:40][C:23]1[C:24]([N:28]2[CH2:29][C:30]3[C:31](=[CH:35][C:36]([CH3:39])=[CH:37][CH:38]=3)[C:32]2=[O:34])=[CH:25][CH:26]=[CH:27][C:22]=1[C:7]1[C:8]2[C:16]3[C:11](=[CH:12][C:13]([O:17][CH2:18][CH2:19][O:20][CH3:21])=[CH:14][CH:15]=3)[NH:10][C:9]=2[C:4]([C:1]([NH2:2])=[O:3])=[N:5][CH:6]=1, predict the reactants needed to synthesize it. The reactants are: [C:1]([C:4]1[C:9]2[NH:10][C:11]3[C:16]([C:8]=2[C:7]([C:22]2[C:23]([F:40])=[C:24]([NH:28][CH2:29][C:30]4[CH:38]=[CH:37][C:36]([CH3:39])=[CH:35][C:31]=4[C:32]([OH:34])=O)[CH:25]=[CH:26][CH:27]=2)=[CH:6][N:5]=1)=[CH:15][CH:14]=[C:13]([O:17][CH2:18][CH2:19][O:20][CH3:21])[CH:12]=3)(=[O:3])[NH2:2].F[P-](F)(F)(F)(F)F.N1(O[P+](N(C)C)(N(C)C)N(C)C)C2C=CC=CC=2N=N1.CCN(C(C)C)C(C)C.CN1CCOCC1. (3) Given the product [OH:8][N:9]1[C:15](=[O:16])[N:14]2[CH2:17][C@H:10]1[CH2:11][CH2:12][C@H:13]2[C:18]1[O:22][C:21]([CH2:23][CH2:24][NH:25][C:26](=[O:32])[O:27][C:28]([CH3:30])([CH3:29])[CH3:31])=[N:20][N:19]=1, predict the reactants needed to synthesize it. The reactants are: C([O:8][N:9]1[C:15](=[O:16])[N:14]2[CH2:17][C@H:10]1[CH2:11][CH2:12][C@H:13]2[C:18]1[O:22][C:21]([CH2:23][CH2:24][NH:25][C:26](=[O:32])[O:27][C:28]([CH3:31])([CH3:30])[CH3:29])=[N:20][N:19]=1)C1C=CC=CC=1. (4) Given the product [F:1][C:2]1[CH:7]=[C:6]([NH:8][C:9]2[CH:10]=[N:11][CH:12]=[C:13]([F:15])[CH:14]=2)[C:5]([NH2:16])=[CH:4][CH:3]=1, predict the reactants needed to synthesize it. The reactants are: [F:1][C:2]1[CH:3]=[CH:4][C:5]([N+:16]([O-])=O)=[C:6]([NH:8][C:9]2[CH:10]=[N:11][CH:12]=[C:13]([F:15])[CH:14]=2)[CH:7]=1.